Predict which catalyst facilitates the given reaction. From a dataset of Catalyst prediction with 721,799 reactions and 888 catalyst types from USPTO. (1) Reactant: [F:1][CH2:2][C:3]([CH2:7][F:8])([OH:6])[C:4]#[CH:5].[H-].[Na+].[CH3:11][S:12](Cl)(=[O:14])=[O:13].CCOCC. Product: [CH3:11][S:12]([O:6][C:3]([CH2:7][F:8])([C:4]#[CH:5])[CH2:2][F:1])(=[O:14])=[O:13]. The catalyst class is: 7. (2) Reactant: [NH:1]1[C:10]2[C:5](=[CH:6][CH:7]=[CH:8][CH:9]=2)[CH2:4][CH2:3][CH:2]1[CH2:11][C:12]([O:14][CH2:15][C:16]1[CH:21]=[CH:20][CH:19]=[CH:18][CH:17]=1)=[O:13].[F:22][C:23]([F:31])([F:30])[C:24](=[O:29])[C:25]([F:28])([F:27])[F:26].O. Product: [F:22][C:23]([F:31])([F:30])[C:24]([C:7]1[CH:6]=[C:5]2[C:10](=[CH:9][CH:8]=1)[NH:1][CH:2]([CH2:11][C:12]([O:14][CH2:15][C:16]1[CH:17]=[CH:18][CH:19]=[CH:20][CH:21]=1)=[O:13])[CH2:3][CH2:4]2)([OH:29])[C:25]([F:28])([F:27])[F:26]. The catalyst class is: 11. (3) Reactant: [NH:1]([C:10]([O:12][CH2:13][CH:14]1[C:26]2[C:21](=CC=C[CH:25]=2)[C:20]2[C:15]1=[CH:16][CH:17]=[CH:18][CH:19]=2)=[O:11])[C@H:2](C(O)=O)[CH2:3][CH2:4][CH2:5][CH3:6].C1C=C[C:30]2[N:35]([OH:36])[N:34]=N[C:31]=2C=1.CN([C:40]([O:44]N1N=NC2C=CC=CC1=2)=[N+](C)C)C.F[P-](F)(F)(F)(F)F.CCN([CH:67]([CH3:69])[CH3:68])C(C)C.C(N(N)C)(O[C:73]([CH3:76])([CH3:75])[CH3:74])=O.CN(C=[O:84])C. Product: [C:73]([O:36][N:35]([NH:34][C:40](=[O:44])[CH2:6][CH2:5][CH2:4][CH2:3][CH2:2][NH:1][C:10]([O:12][CH2:13][CH:14]1[C:26]2[CH:25]=[CH:68][CH:67]=[CH:69][C:21]=2[C:20]2[C:15]1=[CH:16][CH:17]=[CH:18][CH:19]=2)=[O:11])[C:30]([CH3:31])=[O:84])([CH3:76])([CH3:75])[CH3:74]. The catalyst class is: 13. (4) Reactant: [OH-].[Li+].[CH2:3]([O:10][CH2:11][CH:12]([CH3:43])[C:13]#[C:14][C@@H:15]([N:22]1[CH2:27][CH2:26][C@@H:25]([CH2:28][C:29]([O:31]C)=[O:30])[CH2:24][C@H:23]1[C:33]1[CH:38]=[CH:37][C:36]([C:39]([F:42])([F:41])[F:40])=[CH:35][CH:34]=1)[CH2:16][CH2:17][C:18]([F:21])([F:20])[F:19])[C:4]1[CH:9]=[CH:8][CH:7]=[CH:6][CH:5]=1.Cl.C([O-])(O)=O.[Na+]. Product: [CH2:3]([O:10][CH2:11][C@H:12]([CH3:43])[C:13]#[C:14][C@@H:15]([N:22]1[CH2:27][CH2:26][C@@H:25]([CH2:28][C:29]([OH:31])=[O:30])[CH2:24][C@H:23]1[C:33]1[CH:38]=[CH:37][C:36]([C:39]([F:42])([F:40])[F:41])=[CH:35][CH:34]=1)[CH2:16][CH2:17][C:18]([F:21])([F:20])[F:19])[C:4]1[CH:9]=[CH:8][CH:7]=[CH:6][CH:5]=1. The catalyst class is: 90. (5) Reactant: CC1(C)C(C)(C)OB([C:9]2[CH:14]=[CH:13][C:12]([C:15]3[S:16][CH:17]=[CH:18][C:19]=3[NH:20][S:21]([CH:24]([CH3:26])[CH3:25])(=[O:23])=[O:22])=[CH:11][CH:10]=2)O1.C([O:30][C:31](=[O:42])[C:32]1[CH:37]=[CH:36][C:35](I)=[C:34]([O:39][CH2:40][CH3:41])[CH:33]=1)C.COCCOC.C(O)C.C([O-])([O-])=O.[Na+].[Na+].O.[OH-].[Na+].Cl.CCCCCCC.CCCCCCC.CC(C)=O. Product: [CH2:40]([O:39][C:34]1[CH:33]=[C:32]([C:31]([OH:42])=[O:30])[CH:37]=[CH:36][C:35]=1[C:9]1[CH:10]=[CH:11][C:12]([C:15]2[S:16][CH:17]=[CH:18][C:19]=2[NH:20][S:21]([CH:24]([CH3:25])[CH3:26])(=[O:22])=[O:23])=[CH:13][CH:14]=1)[CH3:41]. The catalyst class is: 140. (6) Reactant: [C@@H:1]1([NH2:7])[CH2:5][CH2:4][CH2:3][C@@H:2]1[NH2:6].C(N(CC)CC)C.[Cl:15][C:16]1[CH:17]=[C:18]2[C:22](=[CH:23][CH:24]=1)[N:21]([S:25]([C:28]1[CH:33]=[CH:32][CH:31]=[CH:30][CH:29]=1)(=[O:27])=[O:26])[C:20]([S:34](Cl)(=[O:36])=[O:35])=[CH:19]2.O. Product: [Cl:15][C:16]1[CH:17]=[C:18]2[C:22](=[CH:23][CH:24]=1)[N:21]([S:25]([C:28]1[CH:33]=[CH:32][CH:31]=[CH:30][CH:29]=1)(=[O:26])=[O:27])[C:20]([S:34]([NH:6][C@@H:2]1[CH2:3][CH2:4][CH2:5][C@@H:1]1[NH2:7])(=[O:36])=[O:35])=[CH:19]2. The catalyst class is: 4. (7) Product: [CH2:36]([O:37][CH2:19][CH2:14][O:34][C:31]1[CH:30]=[CH:29][C:28]([O:27][CH2:20][C:21]2[CH:22]=[CH:23][CH:24]=[CH:25][CH:26]=2)=[CH:33][CH:32]=1)[CH3:35]. Reactant: C1(P([C:14]2[CH:19]=CC=CC=2)C2C=CC=CC=2)C=CC=CC=1.[CH2:20]([O:27][C:28]1[CH:33]=[CH:32][C:31]([OH:34])=[CH:30][CH:29]=1)[C:21]1[CH:26]=[CH:25][CH:24]=[CH:23][CH:22]=1.[CH3:35][CH2:36][O:37]C(/N=N/C(OCC)=O)=O. The catalyst class is: 2. (8) Reactant: [CH3:1][O:2][C:3]1[C:4]([CH2:13][N:14]2[CH2:19][CH2:18][C@@H:17]([CH3:20])[CH2:16][C@H:15]2[C:21]2[CH:29]=[CH:28][C:24]([C:25]([OH:27])=[O:26])=[CH:23][CH:22]=2)=[C:5]2[C:9](=[C:10]([CH3:12])[CH:11]=1)[NH:8][CH:7]=[CH:6]2.CO.[OH:32][P:33]([OH:36])([OH:35])=[O:34]. Product: [P:33]([OH:36])([OH:35])([OH:34])=[O:32].[CH3:1][O:2][C:3]1[C:4]([CH2:13][N:14]2[CH2:19][CH2:18][C@@H:17]([CH3:20])[CH2:16][C@H:15]2[C:21]2[CH:22]=[CH:23][C:24]([C:25]([OH:27])=[O:26])=[CH:28][CH:29]=2)=[C:5]2[C:9](=[C:10]([CH3:12])[CH:11]=1)[NH:8][CH:7]=[CH:6]2. The catalyst class is: 10. (9) Reactant: [Cl:1][C:2]1[N:3]=[N:4][C:5](SC)=[CH:6][CH:7]=1.O[O:11][S:12]([O-:14])=O.[K+].[CH3:16]O. Product: [Cl:1][C:2]1[N:3]=[N:4][C:5]([S:12]([CH3:16])(=[O:14])=[O:11])=[CH:6][CH:7]=1. The catalyst class is: 6.